From a dataset of Forward reaction prediction with 1.9M reactions from USPTO patents (1976-2016). Predict the product of the given reaction. Given the reactants [OH-].[K+].[C:3]([O:7][C:8](=[O:20])[CH2:9][C@H:10]1[CH2:15][CH2:14][C@H:13]([C:16]([O:18]C)=[O:17])[CH2:12][CH2:11]1)([CH3:6])([CH3:5])[CH3:4].Cl, predict the reaction product. The product is: [C:3]([O:7][C:8](=[O:20])[CH2:9][C@H:10]1[CH2:11][CH2:12][C@H:13]([C:16]([OH:18])=[O:17])[CH2:14][CH2:15]1)([CH3:6])([CH3:4])[CH3:5].